From a dataset of Reaction yield outcomes from USPTO patents with 853,638 reactions. Predict the reaction yield, written as a fraction of the theoretical maximum amount of product (1.0 means a 100% yield; for example, 0.34 means a 34% yield). (1) The product is [Cl:24][C:25]1[C:26]([N:31]2[C:35]([C:36]([NH:7][C:8]3[C:9]([C:10](=[O:11])[N:12]=[S:13]([CH2:14][CH3:15])[CH2:16][CH3:17])=[CH:18][C:19]([Cl:23])=[CH:20][C:21]=3[Cl:22])=[O:37])=[CH:34][C:33]([C:39]([F:42])([F:40])[F:41])=[N:32]2)=[N:27][CH:28]=[CH:29][CH:30]=1. The catalyst is ClCCl. The reactants are C(=O)([O-])[O-].[K+].[K+].[NH2:7][C:8]1[C:21]([Cl:22])=[CH:20][C:19]([Cl:23])=[CH:18][C:9]=1[C:10]([N:12]=[S:13]([CH2:16][CH3:17])[CH2:14][CH3:15])=[O:11].[Cl:24][C:25]1[C:26]([N:31]2[C:35]([C:36](Cl)=[O:37])=[CH:34][C:33]([C:39]([F:42])([F:41])[F:40])=[N:32]2)=[N:27][CH:28]=[CH:29][CH:30]=1. The yield is 0.670. (2) The reactants are C(=O)(OC)[O:2][C:3]1[CH:8]=[C:7]([N+:9]([O-:11])=[O:10])[C:6]([F:12])=[CH:5][C:4]=1[C:13]([CH3:16])([CH3:15])[CH3:14].N1CCCCC1. The catalyst is C(Cl)Cl. The product is [C:13]([C:4]1[CH:5]=[C:6]([F:12])[C:7]([N+:9]([O-:11])=[O:10])=[CH:8][C:3]=1[OH:2])([CH3:16])([CH3:14])[CH3:15]. The yield is 0.620. (3) The reactants are ClC(N(C)C)=C(C)C.[CH3:9][O:10][C:11]1[CH:19]=[CH:18][C:14]([C:15]([OH:17])=O)=[CH:13][CH:12]=1.[NH2:20][C:21]1[N:25](C(OC(C)(C)C)=O)[N:24]=[C:23]([CH2:33][CH2:34][C:35]2[CH:40]=[C:39]([O:41][CH3:42])[CH:38]=[C:37]([O:43][CH3:44])[CH:36]=2)[CH:22]=1.N1C=CC=CC=1.C(O)(C(F)(F)F)=O. The catalyst is C(Cl)Cl. The product is [CH3:42][O:41][C:39]1[CH:40]=[C:35]([CH2:34][CH2:33][C:23]2[CH:22]=[C:21]([NH:20][C:15](=[O:17])[C:14]3[CH:13]=[CH:12][C:11]([O:10][CH3:9])=[CH:19][CH:18]=3)[NH:25][N:24]=2)[CH:36]=[C:37]([O:43][CH3:44])[CH:38]=1. The yield is 0.520. (4) The yield is 0.170. The catalyst is C(OCC)C. The product is [Cl:14][C:15]1[CH:16]=[CH:17][C:18]([C:21]2[S:25][C:24]3[C:26](=[O:27])[N:1]([C:2]4[CH:7]=[N:6][C:5]([N:8]5[CH2:12][CH2:11][C@@H:10]([OH:13])[CH2:9]5)=[CH:4][CH:3]=4)[CH:31]=[N:30][C:23]=3[CH:22]=2)=[CH:19][CH:20]=1. The reactants are [NH2:1][C:2]1[CH:3]=[CH:4][C:5]([N:8]2[CH2:12][CH2:11][C@@H:10]([OH:13])[CH2:9]2)=[N:6][CH:7]=1.[Cl:14][C:15]1[CH:20]=[CH:19][C:18]([C:21]2[S:25][C:24]([C:26](OC)=[O:27])=[C:23](/[N:30]=[CH:31]/N(C)C)[CH:22]=2)=[CH:17][CH:16]=1.C1(O)C=CC=CC=1. (5) The reactants are [C:1]1([C:7]2[N:11]([C:12]([C:25]3[CH:30]=[CH:29][CH:28]=[CH:27][CH:26]=3)([C:19]3[CH:24]=[CH:23][CH:22]=[CH:21][CH:20]=3)[C:13]3[CH:18]=[CH:17][CH:16]=[CH:15][CH:14]=3)[N:10]=[N:9][N:8]=2)[CH:6]=[CH:5][CH:4]=[CH:3][CH:2]=1.[B:31](OC(C)C)([O:36]C(C)C)[O:32]C(C)C.C(O)(=O)C. The catalyst is C1COCC1. The product is [C:12]([N:11]1[C:7]([C:1]2[CH:6]=[CH:5][CH:4]=[CH:3][C:2]=2[B:31]([OH:36])[OH:32])=[N:8][N:9]=[N:10]1)([C:25]1[CH:26]=[CH:27][CH:28]=[CH:29][CH:30]=1)([C:13]1[CH:18]=[CH:17][CH:16]=[CH:15][CH:14]=1)[C:19]1[CH:20]=[CH:21][CH:22]=[CH:23][CH:24]=1. The yield is 0.690.